This data is from Catalyst prediction with 721,799 reactions and 888 catalyst types from USPTO. The task is: Predict which catalyst facilitates the given reaction. (1) Reactant: [C:1]1(P(C2C=CC=CC=2)C2C=CC=CC=2)[CH:6]=CC=C[CH:2]=1.CCOC(/N=N/C(OCC)=O)=O.C1(C)C=CC=CC=1.[Cl:39][C:40]1[CH:45]=[C:44]([C:46]2[CH:51]=[CH:50][C:49]([O:52][C:53]3[CH:58]=[CH:57][C:56]([F:59])=[CH:55][CH:54]=3)=[CH:48][CH:47]=2)[N:43]=[C:42]([NH:60][S:61]([CH3:64])(=[O:63])=[O:62])[CH:41]=1.C(O)C=C. Product: [CH2:6]([N:60]([C:42]1[CH:41]=[C:40]([Cl:39])[CH:45]=[C:44]([C:46]2[CH:47]=[CH:48][C:49]([O:52][C:53]3[CH:54]=[CH:55][C:56]([F:59])=[CH:57][CH:58]=3)=[CH:50][CH:51]=2)[N:43]=1)[S:61]([CH3:64])(=[O:62])=[O:63])[CH:1]=[CH2:2]. The catalyst class is: 1. (2) Reactant: [OH:1][C:2]1[CH:3]=[C:4]([CH:7]=[CH:8][CH:9]=1)[CH:5]=[O:6].C(=O)([O-])[O-].[K+].[K+].Br[CH2:17][C:18]([O:20][CH2:21][CH3:22])=[O:19]. Product: [CH:5]([C:4]1[CH:3]=[C:2]([CH:9]=[CH:8][CH:7]=1)[O:1][CH2:17][C:18]([O:20][CH2:21][CH3:22])=[O:19])=[O:6]. The catalyst class is: 7. (3) Reactant: [F:1][C:2]1[CH:7]=[CH:6][CH:5]=[C:4]([F:8])[C:3]=1Br.[CH3:10][O:11][C:12]1[CH:17]=[CH:16][CH:15]=[CH:14][C:13]=1B(O)O.C(=O)([O-])[O-].[K+].[K+].CC1C=CC(S(OCC2CC3C(C4C=CC=CC=4)=CC=CC=3O2)(=O)=O)=CC=1. Product: [CH3:10][O:11][C:12]1[C:13]([C:3]2[C:2]([F:1])=[CH:7][CH:6]=[CH:5][C:4]=2[F:8])=[CH:14][CH:15]=[CH:16][CH:17]=1. The catalyst class is: 608. (4) Reactant: C(O[C:4]([C:6]1[C:7]2[S:14][CH:13]=[C:12]([CH2:15][O:16][C:17]3[CH:22]=[CH:21][CH:20]=[C:19]([NH:23][C:24](=[O:32])[C:25]4[CH:30]=[CH:29][CH:28]=[C:27]([Cl:31])[CH:26]=4)[CH:18]=3)[C:8]=2[CH:9]=[N:10][CH:11]=1)=[O:5])C.[CH2:33]([CH2:35][NH2:36])[OH:34]. Product: [OH:34][CH2:33][CH2:35][NH:36][C:4]([C:6]1[C:7]2[S:14][CH:13]=[C:12]([CH2:15][O:16][C:17]3[CH:22]=[CH:21][CH:20]=[C:19]([NH:23][C:24](=[O:32])[C:25]4[CH:30]=[CH:29][CH:28]=[C:27]([Cl:31])[CH:26]=4)[CH:18]=3)[C:8]=2[CH:9]=[N:10][CH:11]=1)=[O:5]. The catalyst class is: 16. (5) Reactant: I[C:2]1[C:7]([O:8][C:9]2[C:18]3[C:13](=[CH:14][C:15]([O:21][CH3:22])=[C:16]([O:19][CH3:20])[CH:17]=3)[N:12]=[CH:11][CH:10]=2)=[CH:6][CH:5]=[C:4]([CH3:23])[N:3]=1.[CH3:24][C:25]1[CH:30]=[CH:29][C:28](B(O)O)=[CH:27][CH:26]=1.C(=O)([O-])O.[Na+]. Product: [CH3:20][O:19][C:16]1[CH:17]=[C:18]2[C:13](=[CH:14][C:15]=1[O:21][CH3:22])[N:12]=[CH:11][CH:10]=[C:9]2[O:8][C:7]1[C:2]([C:28]2[CH:29]=[CH:30][C:25]([CH3:24])=[CH:26][CH:27]=2)=[N:3][C:4]([CH3:23])=[CH:5][CH:6]=1. The catalyst class is: 11.